Task: Predict the reaction yield, written as a fraction of the theoretical maximum amount of product (1.0 means a 100% yield; for example, 0.34 means a 34% yield).. Dataset: Reaction yield outcomes from USPTO patents with 853,638 reactions (1) The reactants are [F:1][C:2]1[CH:7]=[CH:6][C:5]([C:8]([N:10]2[CH2:15][CH2:14][CH2:13][C@H:12]([OH:16])[CH2:11]2)=[O:9])=[CH:4][CH:3]=1.[C:17]1([N:23]=[C:24]=[O:25])[CH:22]=[CH:21][CH:20]=[CH:19][CH:18]=1. The catalyst is ClCCl. The product is [F:1][C:2]1[CH:7]=[CH:6][C:5]([C:8]([N:10]2[CH2:15][CH2:14][CH2:13][C@H:12]([O:16][C:24](=[O:25])[NH:23][C:17]3[CH:22]=[CH:21][CH:20]=[CH:19][CH:18]=3)[CH2:11]2)=[O:9])=[CH:4][CH:3]=1. The yield is 0.300. (2) The reactants are Cl[CH2:2][CH2:3][CH2:4][S:5]([N:8]1[CH2:13][CH2:12][CH:11]([C:14]2[C:22]3[C:17](=[C:18]([C:30]([NH2:32])=[O:31])[CH:19]=[C:20]([C:23]4[CH:28]=[CH:27][CH:26]=[C:25]([F:29])[CH:24]=4)[CH:21]=3)[NH:16][N:15]=2)[CH2:10][CH2:9]1)(=[O:7])=[O:6].C([O-])([O-])=O.[K+].[K+].[CH:39]1([NH2:44])[CH2:43][CH2:42][CH2:41][CH2:40]1. The catalyst is CN(C=O)C. The product is [CH:39]1([NH:44][CH2:2][CH2:3][CH2:4][S:5]([N:8]2[CH2:13][CH2:12][CH:11]([C:14]3[C:22]4[C:17](=[C:18]([C:30]([NH2:32])=[O:31])[CH:19]=[C:20]([C:23]5[CH:28]=[CH:27][CH:26]=[C:25]([F:29])[CH:24]=5)[CH:21]=4)[NH:16][N:15]=3)[CH2:10][CH2:9]2)(=[O:7])=[O:6])[CH2:43][CH2:42][CH2:41][CH2:40]1. The yield is 0.0700. (3) The reactants are [CH2:1]([C:3]1([CH2:15][CH3:16])[O:7][C@H:6]2[CH:8]([O:13][CH3:14])[O:9][C@H:10]([CH2:11]O)[C@H:5]2[O:4]1)[CH3:2].N1C=CN=C1.C1(P(C2C=CC=CC=2)C2C=CC=CC=2)C=CC=CC=1.[I:41]I. The catalyst is C1(C)C=CC=CC=1.C(#N)C. The product is [CH2:1]([C:3]1([CH2:15][CH3:16])[O:7][C@H:6]2[CH:8]([O:13][CH3:14])[O:9][C@H:10]([CH2:11][I:41])[C@H:5]2[O:4]1)[CH3:2]. The yield is 0.910. (4) The reactants are [CH2:1]([O:3][C:4](=[O:21])[CH:5]=[N:6][N:7]([C:14]([O:16][C:17]([CH3:20])([CH3:19])[CH3:18])=[O:15])[CH2:8][CH2:9][C:10]([CH3:13])([CH3:12])[CH3:11])[CH3:2].C1C(=O)N([Cl:29])C(=O)C1. The catalyst is CCOC(C)=O. The product is [CH2:1]([O:3][C:4](=[O:21])[C:5](=[N:6][N:7]([C:14]([O:16][C:17]([CH3:20])([CH3:19])[CH3:18])=[O:15])[CH2:8][CH2:9][C:10]([CH3:12])([CH3:13])[CH3:11])[Cl:29])[CH3:2]. The yield is 0.760. (5) The reactants are [Cl:1][C:2]1[CH:3]=[C:4]([C:9](=O)[CH2:10][C:11]2[CH:16]=[CH:15][CH:14]=[CH:13][CH:12]=2)[CH:5]=[C:6]([F:8])[CH:7]=1.[CH2:18]([O:20][C:21]1[CH:22]=[C:23]([CH:26]=[C:27]([N+:30]([O-:32])=[O:31])[C:28]=1[OH:29])[CH:24]=O)[CH3:19].[NH2:33][C:34]([NH2:36])=[O:35].Cl. The catalyst is CCO.CCOC(C)=O. The product is [Cl:1][C:2]1[CH:3]=[C:4]([C:9]2[NH:36][C:34](=[O:35])[NH:33][CH:24]([C:23]3[CH:26]=[C:27]([N+:30]([O-:32])=[O:31])[C:28]([OH:29])=[C:21]([O:20][CH2:18][CH3:19])[CH:22]=3)[C:10]=2[C:11]2[CH:16]=[CH:15][CH:14]=[CH:13][CH:12]=2)[CH:5]=[C:6]([F:8])[CH:7]=1. The yield is 0.580. (6) The reactants are [N+:1]([C:4]1[CH:9]=[CH:8][CH:7]=[CH:6][C:5]=1[O:10][CH2:11][CH2:12][CH3:13])([O-])=O.[NH4+].[Cl-]. The catalyst is CCO.O.[Fe]. The product is [CH2:11]([O:10][C:5]1[CH:6]=[CH:7][CH:8]=[CH:9][C:4]=1[NH2:1])[CH2:12][CH3:13]. The yield is 0.930. (7) The reactants are [CH3:1][C:2]1[N:3]=[C:4]([N:10]2[C:14](=[O:15])[N:13]([CH2:16][C:17]3[CH:22]=[CH:21][C:20]([C:23]([F:26])([F:25])[F:24])=[CH:19][CH:18]=3)[N:12]=[CH:11]2)[S:5][C:6]=1[C:7]([OH:9])=O.Cl.CN(C)CCCN=C=NCC.C(N(CC)C(C)C)(C)C.ON1C2C=CC=CC=2N=N1.[NH2:58][CH2:59][C:60]1[CH:61]=[N:62][CH:63]=[CH:64][CH:65]=1. The catalyst is CN(C)C=O.C(OCC)(=O)C. The product is [CH3:1][C:2]1[N:3]=[C:4]([N:10]2[C:14](=[O:15])[N:13]([CH2:16][C:17]3[CH:18]=[CH:19][C:20]([C:23]([F:25])([F:26])[F:24])=[CH:21][CH:22]=3)[N:12]=[CH:11]2)[S:5][C:6]=1[C:7]([NH:58][CH2:59][C:60]1[CH:61]=[N:62][CH:63]=[CH:64][CH:65]=1)=[O:9]. The yield is 0.590.